Task: Regression. Given a peptide amino acid sequence and an MHC pseudo amino acid sequence, predict their binding affinity value. This is MHC class II binding data.. Dataset: Peptide-MHC class II binding affinity with 134,281 pairs from IEDB (1) The peptide sequence is SGHVIPACKNLSPSA. The MHC is DRB1_0101 with pseudo-sequence DRB1_0101. The binding affinity (normalized) is 0.293. (2) The peptide sequence is QAGNNLMMIEQYPYV. The MHC is HLA-DPA10201-DPB10501 with pseudo-sequence HLA-DPA10201-DPB10501. The binding affinity (normalized) is 0.197. (3) The peptide sequence is YDVFLANVSTVLTGK. The MHC is DRB1_1101 with pseudo-sequence DRB1_1101. The binding affinity (normalized) is 0.555. (4) The peptide sequence is ADYLRMWIQAATVMS. The MHC is DRB1_1302 with pseudo-sequence DRB1_1302. The binding affinity (normalized) is 0.652. (5) The MHC is HLA-DPA10201-DPB10501 with pseudo-sequence HLA-DPA10201-DPB10501. The peptide sequence is DSYKFIPTLVAAVKQ. The binding affinity (normalized) is 0.821. (6) The peptide sequence is EFQVVNPHLLRVLTE. The MHC is HLA-DPA10201-DPB10101 with pseudo-sequence HLA-DPA10201-DPB10101. The binding affinity (normalized) is 0.378. (7) The peptide sequence is EVFFQRLGIASGRARY. The MHC is DRB1_1501 with pseudo-sequence DRB1_1501. The binding affinity (normalized) is 0.245. (8) The peptide sequence is VSGAAVVSGFVVASL. The binding affinity (normalized) is 0.945. The MHC is HLA-DQA10101-DQB10501 with pseudo-sequence HLA-DQA10101-DQB10501. (9) The peptide sequence is DLVAYGGSWKLEGRW. The MHC is HLA-DQA10303-DQB10402 with pseudo-sequence HLA-DQA10303-DQB10402. The binding affinity (normalized) is 0.390.